This data is from NCI-60 drug combinations with 297,098 pairs across 59 cell lines. The task is: Regression. Given two drug SMILES strings and cell line genomic features, predict the synergy score measuring deviation from expected non-interaction effect. Drug 1: C1C(C(OC1N2C=NC3=C(N=C(N=C32)Cl)N)CO)O. Drug 2: CC(C)NC(=O)C1=CC=C(C=C1)CNNC.Cl. Cell line: OVCAR-8. Synergy scores: CSS=37.6, Synergy_ZIP=-1.17, Synergy_Bliss=-3.82, Synergy_Loewe=-23.9, Synergy_HSA=-3.49.